This data is from Full USPTO retrosynthesis dataset with 1.9M reactions from patents (1976-2016). The task is: Predict the reactants needed to synthesize the given product. Given the product [C:1]([O:5][C:6](=[O:34])[C:7]1[CH:12]=[CH:11][C:10]([CH2:13][CH:14]([C:18]2[CH:23]=[CH:22][C:21]([C:24]3[CH2:29][CH2:28][C@@H:27]([C:30]([CH3:33])([CH3:32])[CH3:31])[CH2:26][CH:25]=3)=[CH:20][CH:19]=2)[C:15](=[O:16])[NH:58][C:51]2[CH:52]=[CH:53][C:48]([C:45]3[CH:46]=[CH:47][C:42]([Cl:41])=[CH:43][C:44]=3[CH3:54])=[CH:49][CH:50]=2)=[CH:9][CH:8]=1)([CH3:4])([CH3:3])[CH3:2], predict the reactants needed to synthesize it. The reactants are: [C:1]([O:5][C:6](=[O:34])[C:7]1[CH:12]=[CH:11][C:10]([CH2:13][CH:14]([C:18]2[CH:23]=[CH:22][C:21]([C:24]3[CH2:29][CH2:28][C@@H:27]([C:30]([CH3:33])([CH3:32])[CH3:31])[CH2:26][CH:25]=3)=[CH:20][CH:19]=2)[C:15](O)=[O:16])=[CH:9][CH:8]=1)([CH3:4])([CH3:3])[CH3:2].C(Cl)(=O)C(Cl)=O.[Cl:41][C:42]1(N)[CH:47]=[CH:46][C:45]([C:48]2[CH:53]=[CH:52][CH:51]=[CH:50][CH:49]=2)=[C:44]([CH3:54])[CH2:43]1.CC[N:58](C(C)C)C(C)C.